This data is from Full USPTO retrosynthesis dataset with 1.9M reactions from patents (1976-2016). The task is: Predict the reactants needed to synthesize the given product. (1) Given the product [OH:8][CH:7]([C:2]1[CH:3]=[CH:4][CH:5]=[CH:6][N:1]=1)[C:10](=[CH2:11])[C:9]([O:13][CH2:14][CH3:15])=[O:12], predict the reactants needed to synthesize it. The reactants are: [N:1]1[CH:6]=[CH:5][CH:4]=[CH:3][C:2]=1[CH:7]=[O:8].[C:9]([O:13][CH2:14][CH3:15])(=[O:12])[CH:10]=[CH2:11].C1N2CCN(CC2)C1. (2) The reactants are: FC(F)(F)[C:3]([OH:5])=O.[CH3:8][N:9]([CH3:30])[CH:10]1[CH2:15][CH2:14][CH:13]([O:16][C:17]2[C:18]3[C:19]4[CH2:20][NH:21][CH2:22][CH2:23][C:24]=4[S:25][C:26]=3[N:27]=[CH:28][N:29]=2)[CH2:12][CH2:11]1.[CH2:31]([N:33](CC)CC)C.ClC(Cl)(OC(=O)OC(Cl)(Cl)Cl)Cl.CN.C1COCC1. Given the product [CH3:8][N:9]([CH3:30])[CH:10]1[CH2:11][CH2:12][CH:13]([O:16][C:17]2[C:18]3[C:19]4[CH2:20][N:21]([C:3]([NH:33][CH3:31])=[O:5])[CH2:22][CH2:23][C:24]=4[S:25][C:26]=3[N:27]=[CH:28][N:29]=2)[CH2:14][CH2:15]1, predict the reactants needed to synthesize it. (3) Given the product [NH2:35][C:36]1([C:40]2[CH:41]=[CH:42][C:43]([C:46]3[N:51]=[C:50]4[CH2:52][CH2:53][CH2:54][CH2:55][C:56](=[O:57])[C:49]4=[CH:48][C:47]=3[C:58]3[CH:59]=[CH:60][CH:61]=[CH:62][CH:63]=3)=[CH:44][CH:45]=2)[CH2:39][CH2:38][CH2:37]1, predict the reactants needed to synthesize it. The reactants are: NC1(C2C=CC(C3C(C4C=CC=CC=4)=CC4C(=O)CCCC=4N=3)=CC=2)CCC1.C(OC(=O)[NH:35][C:36]1([C:40]2[CH:45]=[CH:44][C:43]([C:46]3[N:51]=[C:50]4[CH2:52][CH2:53][CH2:54][CH2:55][C:56](=[O:57])[C:49]4=[CH:48][C:47]=3[C:58]3[CH:63]=[CH:62][CH:61]=[CH:60][CH:59]=3)=[CH:42][CH:41]=2)[CH2:39][CH2:38][CH2:37]1)(C)(C)C. (4) Given the product [OH:15][C:16]1[C:17]([CH3:32])=[C:18]([CH3:31])[C:19]([NH:23][C:24]([C:26]2[S:27][CH:28]=[CH:29][CH:30]=2)=[O:25])=[N:20][C:21]=1[CH3:22], predict the reactants needed to synthesize it. The reactants are: B(Cl)(Cl)Cl.C(Cl)Cl.C([O:15][C:16]1[C:17]([CH3:32])=[C:18]([CH3:31])[C:19]([NH:23][C:24]([C:26]2[S:27][CH:28]=[CH:29][CH:30]=2)=[O:25])=[N:20][C:21]=1[CH3:22])C1C=CC=CC=1.CC1C(C)=C(C)C(C)=C(C)C=1. (5) Given the product [C:1]([C:5]1[CH:10]=[CH:9][C:8]([C:11]2[N:12]([C:31]([N:40]3[CH2:41][CH2:42][NH:37][C:38](=[O:43])[CH2:39]3)=[O:32])[C@H:13]([C:24]3[CH:25]=[CH:26][C:27]([Cl:30])=[CH:28][CH:29]=3)[C@@:14]([C:17]3[CH:22]=[CH:21][C:20]([Cl:23])=[CH:19][CH:18]=3)([CH3:16])[N:15]=2)=[C:7]([O:34][CH2:35][CH3:36])[CH:6]=1)([CH3:4])([CH3:3])[CH3:2], predict the reactants needed to synthesize it. The reactants are: [C:1]([C:5]1[CH:10]=[CH:9][C:8]([C:11]2[N:12]([C:31](Cl)=[O:32])[CH:13]([C:24]3[CH:29]=[CH:28][C:27]([Cl:30])=[CH:26][CH:25]=3)[C:14]([C:17]3[CH:22]=[CH:21][C:20]([Cl:23])=[CH:19][CH:18]=3)([CH3:16])[N:15]=2)=[C:7]([O:34][CH2:35][CH3:36])[CH:6]=1)([CH3:4])([CH3:3])[CH3:2].[NH:37]1[CH2:42][CH2:41][NH:40][CH2:39][C:38]1=[O:43]. (6) The reactants are: [CH2:1]1[CH:8]2[C:4]3([C:10]([OH:12])=O)[CH2:5][CH:6]([CH2:9][CH:2]1[CH2:3]3)[CH2:7]2.C(Cl)(=O)C([Cl:16])=O. Given the product [CH2:1]1[CH:8]2[C:4]3([C:10]([Cl:16])=[O:12])[CH2:5][CH:6]([CH2:9][CH:2]1[CH2:3]3)[CH2:7]2, predict the reactants needed to synthesize it.